Dataset: Catalyst prediction with 721,799 reactions and 888 catalyst types from USPTO. Task: Predict which catalyst facilitates the given reaction. (1) Reactant: P(Br)(Br)[Br:2].[Br:5][C:6]1[CH:11]=[CH:10][C:9]([CH2:12]O)=[C:8]([Cl:14])[CH:7]=1.[OH-].[Na+]. Product: [Br:5][C:6]1[CH:11]=[CH:10][C:9]([CH2:12][Br:2])=[C:8]([Cl:14])[CH:7]=1. The catalyst class is: 68. (2) Reactant: [CH2:1]([O:3][C:4]([CH2:6][CH:7]([CH2:11][CH:12]([CH3:14])[CH3:13])[C:8]([OH:10])=O)=[O:5])[CH3:2].[CH3:15][C:16]1[CH:17]=[C:18]([C:22]2[CH:27]=[CH:26][C:25]([CH2:28][CH2:29][NH2:30])=[CH:24][CH:23]=2)[CH:19]=[CH:20][CH:21]=1.CCN=C=NCCCN(C)C.Cl.C1C=CC2N(O)N=NC=2C=1.CCN(C(C)C)C(C)C. Product: [CH3:13][CH:12]([CH3:14])[CH2:11][CH:7]([C:8](=[O:10])[NH:30][CH2:29][CH2:28][C:25]1[CH:24]=[CH:23][C:22]([C:18]2[CH:19]=[CH:20][CH:21]=[C:16]([CH3:15])[CH:17]=2)=[CH:27][CH:26]=1)[CH2:6][C:4]([O:3][CH2:1][CH3:2])=[O:5]. The catalyst class is: 4. (3) Reactant: O.[OH-].[Li+].[CH3:4][C:5]1([O:10][C@H:11]([CH3:43])[C@@H:12]([C:39]([O:41]C)=[O:40])[NH:13][C:14]([C:16]2[C:25]([NH:26][C:27]([NH:29][C:30]3[C:35]([CH3:36])=[CH:34][C:33]([CH3:37])=[CH:32][C:31]=3[CH3:38])=[O:28])=[CH:24][C:23]3[C:18](=[CH:19][CH:20]=[CH:21][CH:22]=3)[CH:17]=2)=[O:15])[CH2:9][CH2:8][CH2:7][CH2:6]1.O.Cl. Product: [CH3:4][C:5]1([O:10][C@H:11]([CH3:43])[C@@H:12]([C:39]([OH:41])=[O:40])[NH:13][C:14]([C:16]2[C:25]([NH:26][C:27]([NH:29][C:30]3[C:31]([CH3:38])=[CH:32][C:33]([CH3:37])=[CH:34][C:35]=3[CH3:36])=[O:28])=[CH:24][C:23]3[C:18](=[CH:19][CH:20]=[CH:21][CH:22]=3)[CH:17]=2)=[O:15])[CH2:6][CH2:7][CH2:8][CH2:9]1. The catalyst class is: 12.